This data is from Forward reaction prediction with 1.9M reactions from USPTO patents (1976-2016). The task is: Predict the product of the given reaction. (1) Given the reactants [F:1][C:2]1[CH:3]=[C:4]([C:21]([NH2:23])=[O:22])[C:5]2[O:9][C:8]([C:10]3[CH:15]=[CH:14][C:13]([CH2:16][N:17]([CH3:19])[CH3:18])=[CH:12][CH:11]=3)=[CH:7][C:6]=2[CH:20]=1.F[C:25]1C=C(C(OC)=O)C2OC(C3C=CC(CN4CCCC4)=CC=3)=CC=2[CH:45]=1, predict the reaction product. The product is: [F:1][C:2]1[CH:3]=[C:4]([C:21]([NH2:23])=[O:22])[C:5]2[O:9][C:8]([C:10]3[CH:15]=[CH:14][C:13]([CH2:16][N:17]4[CH2:19][CH2:45][CH2:25][CH2:18]4)=[CH:12][CH:11]=3)=[CH:7][C:6]=2[CH:20]=1. (2) Given the reactants [F:1][C:2]1[CH:7]=[CH:6][CH:5]=[C:4]([OH:8])[C:3]=1[C:9]1[N:18]=[C:17]([N:19]2[CH2:24][CH2:23][CH2:22][C@@H:21]([CH2:25][NH:26][C:27](=[O:29])[O-:28])[CH2:20]2)[C:16]2[C:11](=[CH:12][C:13]([CH3:30])=[CH:14][CH:15]=2)[N:10]=1.[ClH:31].[CH3:32][CH2:33][O:34][CH2:35]C, predict the reaction product. The product is: [ClH:31].[F:1][C:2]1[CH:7]=[CH:6][CH:5]=[C:4]([OH:8])[C:3]=1[C:9]1[N:18]=[C:17]([N:19]2[CH2:24][CH2:23][CH2:22][C@@H:21]([CH2:25][NH:26][C:27](=[O:28])[O:29][CH2:32][CH2:33][O:34][CH3:35])[CH2:20]2)[C:16]2[C:11](=[CH:12][C:13]([CH3:30])=[CH:14][CH:15]=2)[N:10]=1. (3) The product is: [Cl:17][C:14]1[CH:13]=[CH:12][C:11]([C:8]2[CH:9]=[C:10]([C:2]#[N:1])[C:5]([O:4][CH2:3][C:26]([O:28][CH2:29][CH3:30])=[O:27])=[N:6][C:7]=2[C:18]2[CH:23]=[CH:22][C:21]([Cl:24])=[CH:20][C:19]=2[Cl:25])=[CH:16][CH:15]=1. Given the reactants [NH2:1][C:2]1[C:10]2[C:5](=[N:6][C:7]([C:18]3[CH:23]=[CH:22][C:21]([Cl:24])=[CH:20][C:19]=3[Cl:25])=[C:8]([C:11]3[CH:16]=[CH:15][C:14]([Cl:17])=[CH:13][CH:12]=3)[CH:9]=2)[O:4][C:3]=1[C:26]([O:28][CH2:29][CH3:30])=[O:27].C(OCC)(=O)CO.C(=O)([O-])[O-].[Cs+].[Cs+], predict the reaction product. (4) Given the reactants N#N.Cl[CH2:4][C:5]1[N:6]=[C:7]([C:10](=[O:12])[CH3:11])[S:8][CH:9]=1.[N-:13]=[N+:14]=[N-:15].[Na+], predict the reaction product. The product is: [N:13]([CH2:4][C:5]1[N:6]=[C:7]([C:10](=[O:12])[CH3:11])[S:8][CH:9]=1)=[N+:14]=[N-:15]. (5) The product is: [Br:15][C:16]1[CH:17]=[CH:18][C:19]([O:24][CH3:25])=[C:20]([CH:23]=1)[CH:21]([OH:22])[C:7]1[CH:8]=[CH:9][C:4]([CH2:3][CH3:2])=[CH:5][CH:6]=1. Given the reactants Br[CH2:2][CH2:3][C:4]1[CH:9]=[CH:8][CH:7]=[CH:6][CH:5]=1.[Li]CCCC.[Br:15][C:16]1[CH:17]=[CH:18][C:19]([O:24][CH3:25])=[C:20]([CH:23]=1)[CH:21]=[O:22], predict the reaction product. (6) The product is: [Br:14][C:15]1[CH:28]=[C:27]2[C:18]([O:19][CH:20]3[CH:25]([C:26]42[C:32](=[O:33])[N:31]([CH3:34])[C:30](=[O:35])[NH:29]4)[CH2:24][CH2:23][CH:22]([O:36][Si:1]([C:4]([CH3:7])([CH3:6])[CH3:5])([CH3:3])[CH3:2])[CH2:21]3)=[CH:17][CH:16]=1. Given the reactants [Si:1](Cl)([C:4]([CH3:7])([CH3:6])[CH3:5])([CH3:3])[CH3:2].N1C=CN=C1.[Br:14][C:15]1[CH:28]=[C:27]2[C:18]([O:19][CH:20]3[CH:25]([C:26]42[C:32](=[O:33])[N:31]([CH3:34])[C:30](=[O:35])[NH:29]4)[CH2:24][CH2:23][CH:22]([OH:36])[CH2:21]3)=[CH:17][CH:16]=1, predict the reaction product.